From a dataset of Forward reaction prediction with 1.9M reactions from USPTO patents (1976-2016). Predict the product of the given reaction. (1) Given the reactants C[O:2][C:3](=O)[C:4]1[CH:9]=[C:8]([NH:10][CH:11]2[CH2:15][CH2:14][N:13]([C:16]([O:18][C:19]([CH3:22])([CH3:21])[CH3:20])=[O:17])[CH2:12]2)[CH:7]=[N:6][C:5]=1[O:23][C:24]1[CH:29]=[CH:28][C:27]([O:30][C:31]2[CH:36]=[CH:35][CH:34]=[C:33]([F:37])[CH:32]=2)=[CH:26][CH:25]=1.[NH3:39], predict the reaction product. The product is: [C:19]([O:18][C:16]([N:13]1[CH2:14][CH2:15][CH:11]([NH:10][C:8]2[CH:7]=[N:6][C:5]([O:23][C:24]3[CH:25]=[CH:26][C:27]([O:30][C:31]4[CH:36]=[CH:35][CH:34]=[C:33]([F:37])[CH:32]=4)=[CH:28][CH:29]=3)=[C:4]([C:3](=[O:2])[NH2:39])[CH:9]=2)[CH2:12]1)=[O:17])([CH3:20])([CH3:22])[CH3:21]. (2) Given the reactants [C:1]([O:5][C:6]([N:8]1[CH2:13][CH2:12][C:11](=O)[CH2:10][CH2:9]1)=[O:7])([CH3:4])([CH3:3])[CH3:2].[CH2:15]([NH2:17])[CH3:16].O, predict the reaction product. The product is: [C:1]([O:5][C:6]([N:8]1[CH2:13][CH2:12][CH:11]([CH2:16][CH2:15][NH2:17])[CH2:10][CH2:9]1)=[O:7])([CH3:4])([CH3:3])[CH3:2]. (3) Given the reactants [CH2:1]([C:3]([C:23]1[CH:28]=[CH:27][C:26]([OH:29])=[C:25]([CH3:30])[CH:24]=1)([C:6]1[CH:11]=[CH:10][C:9](/[CH:12]=[CH:13]/[C:14]([CH2:18][CH3:19])([OH:17])[CH2:15][CH3:16])=[C:8]([CH2:20][CH2:21][CH3:22])[CH:7]=1)[CH2:4][CH3:5])[CH3:2].C([O-])([O-])=O.[K+].[K+].C1(C)C=CC(S([CH2:46][C@H:47]2[O:51][C:50](=[O:52])[CH2:49][CH2:48]2)(=O)=O)=CC=1.C(OCC)(=O)C, predict the reaction product. The product is: [CH2:1]([C:3]([C:23]1[CH:28]=[CH:27][C:26]([O:29][CH2:46][C@H:47]2[O:51][C:50](=[O:52])[CH2:49][CH2:48]2)=[C:25]([CH3:30])[CH:24]=1)([C:6]1[CH:11]=[CH:10][C:9](/[CH:12]=[CH:13]/[C:14]([CH2:18][CH3:19])([OH:17])[CH2:15][CH3:16])=[C:8]([CH2:20][CH2:21][CH3:22])[CH:7]=1)[CH2:4][CH3:5])[CH3:2]. (4) Given the reactants [CH3:1][C:2]([S:5](/[N:7]=[CH:8]/[C:9]1[CH:10]=[N:11][NH:12][C:13]=1[CH3:14])=[O:6])([CH3:4])[CH3:3].[CH3:15][Mg+].[Br-], predict the reaction product. The product is: [CH3:4][C:2]([S:5]([NH:7][CH:8]([C:9]1[CH:10]=[N:11][NH:12][C:13]=1[CH3:14])[CH3:15])=[O:6])([CH3:1])[CH3:3]. (5) Given the reactants [Cl:1][CH2:2][C:3]([C:5]1[CH:10]=[CH:9][CH:8]=[CH:7][CH:6]=1)=[O:4].B(Cl)([C@@H]1[C@@H](C)[C@@H]2C(C)(C)[C@@H](C2)C1)[C@@H]1[C@@H](C)[C@@H]2C(C)(C)[C@@H](C2)C1.N(CCO)CCO, predict the reaction product. The product is: [Cl:1][CH2:2][CH:3]([C:5]1[CH:10]=[CH:9][CH:8]=[CH:7][CH:6]=1)[OH:4]. (6) The product is: [CH:18]1([O:6][C:5]2[CH:4]=[C:3]([CH:11]=[C:10]([O:15][CH3:12])[CH:7]=2)[CH:2]=[O:1])[CH2:22][CH2:21][CH2:20][CH2:19]1. Given the reactants [O:1]=[CH:2][C:3]1[CH:11]=[CH:10][C:7](OC)=[C:5]([OH:6])[CH:4]=1.[C:12]([O-:15])([O-])=O.[K+].[K+].[CH:18]1(Br)[CH2:22][CH2:21][CH2:20][CH2:19]1, predict the reaction product.